Predict the product of the given reaction. From a dataset of Forward reaction prediction with 1.9M reactions from USPTO patents (1976-2016). (1) Given the reactants [Cl:1][C:2]1[CH:3]=[C:4]([C@@H:8]([OH:27])[CH2:9][N:10]([CH2:18][CH2:19][C:20]2[CH:25]=[CH:24][C:23]([OH:26])=[CH:22][CH:21]=2)[C:11](=[O:17])[O:12][C:13]([CH3:16])([CH3:15])[CH3:14])[CH:5]=[CH:6][CH:7]=1.N1C(C)=CC=CC=1C.[F:36][C:37]([F:50])([F:49])[S:38](O[S:38]([C:37]([F:50])([F:49])[F:36])(=[O:40])=[O:39])(=[O:40])=[O:39], predict the reaction product. The product is: [F:36][C:37]([F:50])([F:49])[S:38]([O:26][C:23]1[CH:24]=[CH:25][C:20]([CH2:19][CH2:18][N:10]([C:11]([O:12][C:13]([CH3:16])([CH3:14])[CH3:15])=[O:17])[CH2:9][C@@H:8]([C:4]2[CH:5]=[CH:6][CH:7]=[C:2]([Cl:1])[CH:3]=2)[OH:27])=[CH:21][CH:22]=1)(=[O:40])=[O:39]. (2) Given the reactants [I-].[CH2:2]([C:4]1([O:9][C:10](=[O:36])[CH2:11][O:12][C:13]([C:15]2[CH:16]=[CH:17][C:18]([O:34][CH3:35])=[C:19]([S+:21]3[C:25]4[CH:26]=[CH:27][CH:28]=[CH:29][C:24]=4[C:23]4[CH:30]=[CH:31][CH:32]=[CH:33][C:22]3=4)[CH:20]=2)=[O:14])[CH2:8][CH2:7][CH2:6][CH2:5]1)[CH3:3].[F:37][C:38]([F:50])([S:46]([O-:49])(=[O:48])=[O:47])[CH2:39][O:40][C:41](=[O:45])[C:42]([CH3:44])=[CH2:43].C([NH+](CC)CC)C.O, predict the reaction product. The product is: [F:50][C:38]([F:37])([S:46]([O-:49])(=[O:48])=[O:47])[CH2:39][O:40][C:41](=[O:45])[C:42]([CH3:44])=[CH2:43].[CH2:2]([C:4]1([O:9][C:10](=[O:36])[CH2:11][O:12][C:13]([C:15]2[CH:16]=[CH:17][C:18]([O:34][CH3:35])=[C:19]([S+:21]3[C:22]4[CH:33]=[CH:32][CH:31]=[CH:30][C:23]=4[C:24]4[CH:29]=[CH:28][CH:27]=[CH:26][C:25]3=4)[CH:20]=2)=[O:14])[CH2:5][CH2:6][CH2:7][CH2:8]1)[CH3:3]. (3) Given the reactants Cl.[NH2:2][C@@H:3]1[CH2:12][CH2:11][CH2:10][C:9]2[C:8]([C:13]3[S:17][C:16]([C:18]4[CH:19]=[CH:20][C:21]([O:26][CH:27]([CH3:29])[CH3:28])=[C:22]([CH:25]=4)[C:23]#[N:24])=[N:15][CH:14]=3)=[CH:7][CH:6]=[CH:5][C:4]1=2.[S:30](N)([NH2:33])(=[O:32])=[O:31].CCN(C(C)C)C(C)C, predict the reaction product. The product is: [C:23]([C:22]1[CH:25]=[C:18]([C:16]2[S:17][C:13]([C:8]3[CH:7]=[CH:6][CH:5]=[C:4]4[C:9]=3[CH2:10][CH2:11][CH2:12][C@H:3]4[NH:2][S:30]([NH2:33])(=[O:32])=[O:31])=[CH:14][N:15]=2)[CH:19]=[CH:20][C:21]=1[O:26][CH:27]([CH3:29])[CH3:28])#[N:24]. (4) Given the reactants [NH2:1][C:2]1C=CC=CC=1O.[Cl-].[Li+].[C:11](Cl)(=O)[C:12]1[CH:20]=CC=C(C(Cl)=O)C=1.[OH2:23].C[N:25]1[C:29](=[O:30])[CH2:28][CH2:27][CH2:26]1, predict the reaction product. The product is: [C:29]([NH2:25])(=[O:30])[C:28]1[CH:20]=[CH:12][CH:11]=[C:26]([C:2]([NH2:1])=[O:23])[CH:27]=1. (5) The product is: [N+:8]([C:7]1[CH:6]=[CH:5][N+:4]([O-:11])=[CH:3][C:2]=1[NH:12][CH:13]1[CH2:14][CH2:15][N:16]([C:19]([O:21][C:22]([CH3:25])([CH3:24])[CH3:23])=[O:20])[CH2:17][CH2:18]1)([O-:10])=[O:9]. Given the reactants F[C:2]1[CH:3]=[N+:4]([O-:11])[CH:5]=[CH:6][C:7]=1[N+:8]([O-:10])=[O:9].[NH2:12][CH:13]1[CH2:18][CH2:17][N:16]([C:19]([O:21][C:22]([CH3:25])([CH3:24])[CH3:23])=[O:20])[CH2:15][CH2:14]1.C(=O)([O-])[O-].[K+].[K+], predict the reaction product. (6) Given the reactants [CH2:1](OC(OCC)OCC)C.[NH2:11][C:12]1[CH:13]=[N:14][C:15]2[C:20]([C:21]=1[NH:22][CH2:23][CH2:24][CH2:25][CH2:26][NH:27][C:28](=[O:34])[O:29][C:30]([CH3:33])([CH3:32])[CH3:31])=[N:19][CH:18]=[CH:17][CH:16]=2.C(O)C.C1(C)C=CC(S(O)(=O)=O)=CC=1, predict the reaction product. The product is: [N:22]1([CH2:23][CH2:24][CH2:25][CH2:26][NH:27][C:28](=[O:34])[O:29][C:30]([CH3:31])([CH3:33])[CH3:32])[C:21]2[C:20]3[N:19]=[CH:18][CH:17]=[CH:16][C:15]=3[N:14]=[CH:13][C:12]=2[N:11]=[CH:1]1. (7) Given the reactants [F:1][C:2]1[CH:7]=[CH:6][C:5]([N:8]2[C:11](=[O:12])[C@H:10]([S:13][CH2:14][C:15]([C:17]3[CH:22]=[CH:21][C:20]([F:23])=[CH:19][CH:18]=3)=[O:16])[C@H:9]2[C:24]2[CH:49]=[CH:48][C:27]([O:28][CH2:29][C:30]([NH:32][CH2:33][C:34]([NH:36][C@H:37]([C:45]([OH:47])=[O:46])[CH2:38][CH2:39][CH2:40][CH2:41][N:42]([CH3:44])[CH3:43])=[O:35])=[O:31])=[CH:26][CH:25]=2)=[CH:4][CH:3]=1.[BH4-].[Na+], predict the reaction product. The product is: [C:45]([OH:47])(=[O:46])[CH3:37].[F:1][C:2]1[CH:7]=[CH:6][C:5]([N:8]2[C:11](=[O:12])[C@H:10]([S:13][CH2:14][CH:15]([C:17]3[CH:18]=[CH:19][C:20]([F:23])=[CH:21][CH:22]=3)[OH:16])[C@H:9]2[C:24]2[CH:49]=[CH:48][C:27]([O:28][CH2:29][C:30]([NH:32][CH2:33][C:34]([NH:36][C@H:37]([C:45]([OH:47])=[O:46])[CH2:38][CH2:39][CH2:40][CH2:41][N:42]([CH3:44])[CH3:43])=[O:35])=[O:31])=[CH:26][CH:25]=2)=[CH:4][CH:3]=1.